Predict the reactants needed to synthesize the given product. From a dataset of Full USPTO retrosynthesis dataset with 1.9M reactions from patents (1976-2016). (1) Given the product [CH2:1]([N:8]([CH3:30])[C:9]([O:11][CH2:12][C:13]1[S:17][C:16]([C:18]([O:20][CH3:21])=[O:19])=[C:15]([C:22]2[CH:27]=[CH:26][CH:25]=[CH:24][CH:23]=2)[CH:14]=1)=[O:10])[C:2]1[CH:3]=[CH:4][CH:5]=[CH:6][CH:7]=1, predict the reactants needed to synthesize it. The reactants are: [CH2:1]([NH:8][C:9]([O:11][CH2:12][C:13]1[S:17][C:16]([C:18]([O:20][CH3:21])=[O:19])=[C:15]([C:22]2[CH:27]=[CH:26][CH:25]=[CH:24][CH:23]=2)[CH:14]=1)=[O:10])[C:2]1[CH:7]=[CH:6][CH:5]=[CH:4][CH:3]=1.[H-].[Na+].[CH3:30]I. (2) Given the product [Cl:18][C:10]1[C:9]2[C:4](=[CH:5][CH:6]=[C:7]([C:19]([C:31]3[N:35]([CH3:36])[CH:34]=[N:33][CH:32]=3)([C:21]3[CH:22]=[N:23][C:24]([C:27]([F:30])([F:29])[F:28])=[CH:25][CH:26]=3)[OH:20])[CH:8]=2)[N:3]=[C:2]([O:38][CH3:37])[C:11]=1[O:12][CH3:13], predict the reactants needed to synthesize it. The reactants are: Cl[C:2]1[C:11]([O:12][CH2:13]C(F)(F)F)=[C:10]([Cl:18])[C:9]2[C:4](=[CH:5][CH:6]=[C:7]([C:19]([C:31]3[N:35]([CH3:36])[CH:34]=[N:33][CH:32]=3)([C:21]3[CH:22]=[N:23][C:24]([C:27]([F:30])([F:29])[F:28])=[CH:25][CH:26]=3)[OH:20])[CH:8]=2)[N:3]=1.[CH3:37][O-:38].[Na+].